The task is: Regression. Given a peptide amino acid sequence and an MHC pseudo amino acid sequence, predict their binding affinity value. This is MHC class I binding data.. This data is from Peptide-MHC class I binding affinity with 185,985 pairs from IEDB/IMGT. The peptide sequence is ALVFLILCFT. The MHC is HLA-A02:02 with pseudo-sequence HLA-A02:02. The binding affinity (normalized) is 0.506.